Dataset: Catalyst prediction with 721,799 reactions and 888 catalyst types from USPTO. Task: Predict which catalyst facilitates the given reaction. (1) Product: [CH2:13]([C:15]1[CH:20]=[CH:19][CH:18]=[C:17]([CH2:21][CH3:22])[C:16]=1[N:23]1[C:24](=[O:29])[CH:25]=[CH:26][C:27]1=[O:28])[CH3:14].[CH2:6]=[C:7]([CH3:9])[CH3:8]. The catalyst class is: 11. Reactant: C([O-])(=O)CCCC[CH2:6][C:7](C)([CH3:9])[CH3:8].[CH2:13]([C:15]1[CH:20]=[CH:19][CH:18]=[C:17]([CH2:21][CH3:22])[C:16]=1[N:23]1[C:27](=[O:28])[CH:26]=[CH:25][C:24]1=[O:29])[CH3:14].C=C(C)C. (2) Reactant: [CH3:1][O:2][C:3]1[CH:4]=[CH:5][CH:6]=[C:7]([OH:12])[C:8]=1[C:9]([OH:11])=[O:10].[H-].[Na+].[CH2:15](Br)[C:16]1[CH:21]=[CH:20][CH:19]=[CH:18][CH:17]=1.[Cl-].[NH4+]. Product: [CH2:15]([O:10][C:9](=[O:11])[C:8]1[C:3]([O:2][CH3:1])=[CH:4][CH:5]=[CH:6][C:7]=1[O:12][CH2:9][C:8]1[CH:7]=[CH:6][CH:5]=[CH:4][CH:3]=1)[C:16]1[CH:21]=[CH:20][CH:19]=[CH:18][CH:17]=1. The catalyst class is: 136. (3) Product: [CH3:36][C:34]1[N:35]=[C:30]([CH3:29])[C:31]2[N:32]([C:2]([C:23]3[CH:28]=[CH:27][CH:26]=[CH:25][CH:24]=3)=[C:3]([C:5]3[CH:10]=[CH:9][C:8]([C:11]4([NH:15][C:16](=[O:22])[O:17][C:18]([CH3:21])([CH3:20])[CH3:19])[CH2:14][CH2:13][CH2:12]4)=[CH:7][CH:6]=3)[N:37]=2)[CH:33]=1. Reactant: Br[CH:2]([C:23]1[CH:28]=[CH:27][CH:26]=[CH:25][CH:24]=1)[C:3]([C:5]1[CH:10]=[CH:9][C:8]([C:11]2([NH:15][C:16](=[O:22])[O:17][C:18]([CH3:21])([CH3:20])[CH3:19])[CH2:14][CH2:13][CH2:12]2)=[CH:7][CH:6]=1)=O.[CH3:29][C:30]1[C:31]([NH2:37])=[N:32][CH:33]=[C:34]([CH3:36])[N:35]=1.C(N(C(C)C)CC)(C)C. The catalyst class is: 32. (4) Reactant: [ClH:1].O1CCOCC1.[CH2:8]([N:15]1[CH2:20][CH2:19][CH2:18][CH:17]([NH:21]C(=O)OC(C)(C)C)[CH2:16]1)[C:9]1[CH:14]=[CH:13][CH:12]=[CH:11][CH:10]=1. Product: [ClH:1].[ClH:1].[CH2:8]([N:15]1[CH2:20][CH2:19][CH2:18][CH:17]([NH2:21])[CH2:16]1)[C:9]1[CH:10]=[CH:11][CH:12]=[CH:13][CH:14]=1. The catalyst class is: 7. (5) Reactant: [Br:1][C:2]1[CH:7]=[CH:6][C:5]([N:8]2[C:16]([C:17]([NH:19][CH3:20])=[O:18])=[C:15]3[C:10]([CH:11]=[C:12]([NH:24][CH2:25][CH3:26])[C:13]([CH:21]4[CH2:23][CH2:22]4)=[CH:14]3)=[N:9]2)=[CH:4][CH:3]=1.CCN(C(C)C)C(C)C.[C:36](Cl)(=[O:38])[CH3:37]. Product: [C:36]([N:24]([CH2:25][CH3:26])[C:12]1[C:13]([CH:21]2[CH2:23][CH2:22]2)=[CH:14][C:15]2[C:10]([CH:11]=1)=[N:9][N:8]([C:5]1[CH:4]=[CH:3][C:2]([Br:1])=[CH:7][CH:6]=1)[C:16]=2[C:17]([NH:19][CH3:20])=[O:18])(=[O:38])[CH3:37]. The catalyst class is: 2. (6) Product: [CH3:1][C:2]1[N:6]([CH2:7][C:8]([OH:10])=[O:9])[C:5]2[CH2:13][CH2:14][CH2:15][C:4]=2[C:3]=1[CH2:16][C:17]1[CH:22]=[CH:21][C:20]([S:23]([N:26]2[CH2:30][CH2:29][CH2:28][CH2:27]2)(=[O:24])=[O:25])=[CH:19][CH:18]=1. The catalyst class is: 87. Reactant: [CH3:1][C:2]1[N:6]([CH2:7][C:8]([O:10]CC)=[O:9])[C:5]2[CH2:13][CH2:14][CH2:15][C:4]=2[C:3]=1[CH2:16][C:17]1[CH:22]=[CH:21][C:20]([S:23]([N:26]2[CH2:30][CH2:29][CH2:28][CH2:27]2)(=[O:25])=[O:24])=[CH:19][CH:18]=1.[Li+].[OH-]. (7) Reactant: [C:1]1(=[O:7])[O:6][C:4](=[O:5])[CH:3]=[CH:2]1.[Br:8][C:9]1[CH:10]=[C:11]2[C:15](=[CH:16][CH:17]=1)[NH:14][N:13]=[C:12]2[NH2:18]. Product: [Br:8][C:9]1[CH:10]=[C:11]2[C:15](=[CH:16][CH:17]=1)[NH:14][N:13]=[C:12]2[NH:18][C:1](=[O:7])[CH:2]=[CH:3][C:4]([OH:6])=[O:5]. The catalyst class is: 11.